From a dataset of M1 muscarinic receptor agonist screen with 61,833 compounds. Binary Classification. Given a drug SMILES string, predict its activity (active/inactive) in a high-throughput screening assay against a specified biological target. (1) The result is 0 (inactive). The molecule is S(c1n(Cc2occc2)c(nn1)c1occc1)CC(=O)NCC(OCC)=O. (2) The result is 1 (active). The compound is O1c2c3N(CCCc3c3oc(=O)c4c(c3c2)CCC4)CC1. (3) The molecule is S(=O)(=O)(N1CCOCC1)c1ccc(CCC(=O)NCCCN2CCCC2=O)cc1. The result is 0 (inactive). (4) The drug is o1c2c(cc(c1=O)C(=O)Nc1noc(c1)C)cccc2OCC. The result is 0 (inactive). (5) The compound is Fc1ccc(c2nn(nn2)CC(=O)N(CC(=O)NC2CCCC2)Cc2occc2)cc1. The result is 0 (inactive). (6) The drug is S(=O)(=O)(N1CCOCC1)c1sc(CC(=O)NCC2CCCCC2)cc1. The result is 0 (inactive). (7) The compound is Fc1cc(C(=O)Nc2ccc(NC(=O)CCC)nc2)ccc1. The result is 0 (inactive).